This data is from Forward reaction prediction with 1.9M reactions from USPTO patents (1976-2016). The task is: Predict the product of the given reaction. The product is: [C:27]([O:31][C:32]([N:17]1[CH2:18][CH2:19][CH:14]([O:13][C:9]2[CH:8]=[C:7]3[C:12](=[CH:11][CH:10]=2)[C:3]([Cl:2])=[N:4][CH:5]=[CH:6]3)[CH2:15][CH2:16]1)=[O:33])([CH3:30])([CH3:29])[CH3:28]. Given the reactants Cl.[Cl:2][C:3]1[C:12]2[C:7](=[CH:8][C:9]([O:13][CH:14]3[CH2:19][CH2:18][NH:17][CH2:16][CH2:15]3)=[CH:10][CH:11]=2)[CH:6]=[CH:5][N:4]=1.C(N(CC)CC)C.[C:27]([O:31][C:32](=O)[O-:33])([CH3:30])([CH3:29])[CH3:28], predict the reaction product.